Predict the reaction yield, written as a fraction of the theoretical maximum amount of product (1.0 means a 100% yield; for example, 0.34 means a 34% yield). From a dataset of Reaction yield outcomes from USPTO patents with 853,638 reactions. (1) The reactants are [CH3:1][O:2][C:3](=[O:12])[C:4]1[CH:9]=[CH:8][C:7]([OH:10])=[CH:6][C:5]=1[CH3:11].[Na+].[I-].C([O-])([O-])=O.[K+].[K+].Br[CH2:22][CH:23]1[CH2:25][CH2:24]1. The catalyst is CC(C)=O. The product is [CH3:1][O:2][C:3](=[O:12])[C:4]1[CH:9]=[CH:8][C:7]([O:10][CH2:22][CH:23]2[CH2:25][CH2:24]2)=[CH:6][C:5]=1[CH3:11]. The yield is 0.320. (2) The reactants are [NH2:1][C:2]1[CH:7]=[CH:6][C:5]([CH2:8][C:9]([CH3:16])([CH3:15])[C:10](OCC)=[O:11])=[C:4]([C:17]([F:20])([F:19])[F:18])[CH:3]=1.[H-].[H-].[H-].[H-].[Li+].[Al+3]. The catalyst is C1COCC1. The product is [NH2:1][C:2]1[CH:7]=[CH:6][C:5]([CH2:8][C:9]([CH3:16])([CH3:15])[CH2:10][OH:11])=[C:4]([C:17]([F:18])([F:19])[F:20])[CH:3]=1. The yield is 0.644. (3) The reactants are C([Li])CCC.Br[C:7]1[CH:16]=[CH:15][CH:14]=[C:13]2[C:8]=1[CH2:9][CH2:10][CH2:11][CH2:12]2.BrC1C=C2C(=CC=1)CCCC2.C1([C:38]([OH:40])=[O:39])C2CCCCC=2C=CC=1. The catalyst is C1COCC1.CCCCCC. The product is [CH:14]1[C:13]2[CH2:12][CH2:11][CH2:10][CH2:9][C:8]=2[CH:7]=[CH:16][C:15]=1[C:38]([OH:40])=[O:39]. The yield is 0.640. (4) The reactants are [ClH:1].[F:2][C:3]1[CH:51]=[CH:50][CH:49]=[CH:48][C:4]=1[CH2:5][NH:6][C:7](=[O:47])[CH2:8][CH:9]1[C:15](=[O:16])[N:14]([C:17]2[CH:22]=[CH:21][C:20]([CH2:23][NH:24]C(OC(C)(C)C)=O)=[CH:19][CH:18]=2)[C:13]2[CH:32]=[CH:33][CH:34]=[CH:35][C:12]=2[N:11]([CH2:36][C:37](=[O:45])[NH:38][C:39]2[CH:44]=[CH:43][CH:42]=[CH:41][CH:40]=2)[C:10]1=[O:46]. The catalyst is C(OCC)(=O)C. The product is [ClH:1].[F:2][C:3]1[CH:51]=[CH:50][CH:49]=[CH:48][C:4]=1[CH2:5][NH:6][C:7](=[O:47])[CH2:8][CH:9]1[C:15](=[O:16])[N:14]([C:17]2[CH:18]=[CH:19][C:20]([CH2:23][NH2:24])=[CH:21][CH:22]=2)[C:13]2[CH:32]=[CH:33][CH:34]=[CH:35][C:12]=2[N:11]([CH2:36][C:37](=[O:45])[NH:38][C:39]2[CH:40]=[CH:41][CH:42]=[CH:43][CH:44]=2)[C:10]1=[O:46]. The yield is 0.940. (5) The reactants are [NH2:1][C:2]1[C:7]([CH3:8])=[CH:6][C:5]([C:9]2[NH:18][C:17](=[O:19])[C:16]3[C:11](=[CH:12][C:13]([O:22][CH3:23])=[CH:14][C:15]=3[O:20][CH3:21])[N:10]=2)=[CH:4][C:3]=1[CH3:24].[CH:25]([N:28]([CH:31](C)C)[CH2:29]C)(C)C.CS(Cl)(=O)=O. The catalyst is CN(C=O)C.CCOC(C)=O. The product is [CH3:21][O:20][C:15]1[CH:14]=[C:13]([O:22][CH3:23])[CH:12]=[C:11]2[C:16]=1[C:17](=[O:19])[NH:18][C:9]([C:5]1[CH:6]=[C:7]([CH3:8])[C:2](/[N:1]=[CH:25]/[N:28]([CH3:31])[CH3:29])=[C:3]([CH3:24])[CH:4]=1)=[N:10]2. The yield is 0.450. (6) The reactants are [CH3:1][N:2]1[C:10]2[CH:9]=[CH:8][CH:7]=[CH:6][C:5]=2[C:4]2[CH2:11][CH2:12][C:13]3([CH2:18][CH2:17][NH:16][CH2:15][CH2:14]3)[C:3]1=2.Cl[CH2:20][C:21]1[CH:22]=[C:23]([O:27][CH3:28])[CH:24]=[CH:25][CH:26]=1.[Cl-].[Na+]. The catalyst is C(N(CC)CC)C. The product is [CH3:28][O:27][C:23]1[CH:22]=[C:21]([CH2:20][N:16]2[CH2:17][CH2:18][C:13]3([C:3]4[N:2]([CH3:1])[C:10]5[CH:9]=[CH:8][CH:7]=[CH:6][C:5]=5[C:4]=4[CH2:11][CH2:12]3)[CH2:14][CH2:15]2)[CH:26]=[CH:25][CH:24]=1. The yield is 0.350. (7) The reactants are [Cl:1][C:2]1[CH:3]=[C:4]([CH:9]([C:24]([F:27])([F:26])[F:25])/[CH:10]=[CH:11]/[C:12]2[CH:22]=[CH:21][C:15]([C:16]([O:18]CC)=[O:17])=[C:14]([CH3:23])[CH:13]=2)[CH:5]=[C:6]([Cl:8])[CH:7]=1.Cl. The catalyst is O1CCOCC1. The product is [Cl:1][C:2]1[CH:3]=[C:4]([CH:9]([C:24]([F:27])([F:25])[F:26])/[CH:10]=[CH:11]/[C:12]2[CH:22]=[CH:21][C:15]([C:16]([OH:18])=[O:17])=[C:14]([CH3:23])[CH:13]=2)[CH:5]=[C:6]([Cl:8])[CH:7]=1. The yield is 0.500. (8) The reactants are [NH2:1][C@@H:2]1[CH2:7][CH2:6][N:5]([CH2:8][CH2:9][N:10]2[C:19]3[C:14](=[C:15]([F:21])[CH:16]=[C:17]([F:20])[CH:18]=3)[CH:13]=[CH:12][C:11]2=[O:22])[CH2:4][C@H:3]1[C:23]([O:25][CH3:26])=[O:24].[O:27]1[C:36]2[CH:35]=[C:34]([CH:37]=O)[N:33]=[CH:32][C:31]=2[O:30][CH2:29][CH2:28]1.C(O[BH-](OC(=O)C)OC(=O)C)(=O)C.[Na+]. No catalyst specified. The product is [F:21][C:15]1[CH:16]=[C:17]([F:20])[CH:18]=[C:19]2[C:14]=1[CH:13]=[CH:12][C:11](=[O:22])[N:10]2[CH2:9][CH2:8][N:5]1[CH2:6][CH2:7][C@@H:2]([NH:1][CH2:37][C:34]2[N:33]=[CH:32][C:31]3[O:30][CH2:29][CH2:28][O:27][C:36]=3[CH:35]=2)[C@H:3]([C:23]([O:25][CH3:26])=[O:24])[CH2:4]1. The yield is 0.790. (9) The reactants are [Br:1][C:2]1[C:3](=[O:28])[N:4]([C:19]2[CH:20]=[C:21]([CH:25]=[CH:26][CH:27]=2)[C:22](O)=[O:23])[C:5]([CH3:18])=[CH:6][C:7]=1[O:8][CH2:9][C:10]1[CH:15]=[CH:14][C:13]([F:16])=[CH:12][C:11]=1[F:17].ClC1N=C(OC)N=C(OC)[N:31]=1.CN1CCOCC1.[NH4+].[OH-]. The catalyst is O1CCCC1.O. The product is [Br:1][C:2]1[C:3](=[O:28])[N:4]([C:19]2[CH:20]=[C:21]([CH:25]=[CH:26][CH:27]=2)[C:22]([NH2:31])=[O:23])[C:5]([CH3:18])=[CH:6][C:7]=1[O:8][CH2:9][C:10]1[CH:15]=[CH:14][C:13]([F:16])=[CH:12][C:11]=1[F:17]. The yield is 0.930. (10) The reactants are [Cl:1][C:2]1[CH:7]=[C:6]([I:8])[CH:5]=[CH:4][C:3]=1[NH:9][C:10]([NH:12][C:13]1[N:17]=[CH:16][N:15]([CH3:18])[C:14]=1[C:19]([O:21]CC)=O)=[O:11].CC([O-])(C)C.[K+]. The catalyst is C1COCC1. The product is [Cl:1][C:2]1[CH:7]=[C:6]([I:8])[CH:5]=[CH:4][C:3]=1[N:9]1[C:19](=[O:21])[C:14]2[N:15]([CH3:18])[CH:16]=[N:17][C:13]=2[NH:12][C:10]1=[O:11]. The yield is 0.740.